Task: Predict the reactants needed to synthesize the given product.. Dataset: Full USPTO retrosynthesis dataset with 1.9M reactions from patents (1976-2016) (1) The reactants are: C1([O:4][S:5](=[O:8])(=[O:7])[NH2:6])CC1.[F:9][C:10]([F:14])([F:13])[CH2:11][OH:12]. Given the product [F:9][C:10]([F:14])([F:13])[CH2:11][NH:6][S:5](=[O:8])(=[O:7])[O-:4].[F:9][C:10]([F:14])([F:13])[CH2:11][O:12][S:5](=[O:7])(=[O:4])[NH2:6], predict the reactants needed to synthesize it. (2) Given the product [NH2:1][C:4]1[CH:12]=[CH:11][C:7]([C:8]([NH2:10])=[O:9])=[CH:6][C:5]=1[C:13]([NH:15][C:16]1[CH:21]=[CH:20][C:19]([Cl:22])=[CH:18][CH:17]=1)=[O:14], predict the reactants needed to synthesize it. The reactants are: [N+:1]([C:4]1[CH:12]=[CH:11][C:7]([C:8]([NH2:10])=[O:9])=[CH:6][C:5]=1[C:13]([NH:15][C:16]1[CH:21]=[CH:20][C:19]([Cl:22])=[CH:18][CH:17]=1)=[O:14])([O-])=O.[H][H]. (3) Given the product [CH2:21]([C@H:9]1[C@H:10](/[CH:11]=[CH:12]/[CH2:13][CH2:14][CH2:15][C:16]([O:18][CH3:19])=[O:17])[O:20][C:6](=[O:5])[NH:8]1)[C:22]1[CH:27]=[CH:26][CH:25]=[CH:24][CH:23]=1, predict the reactants needed to synthesize it. The reactants are: C([O:5][C:6]([NH:8][C@@H:9]([CH2:21][C:22]1[CH:27]=[CH:26][CH:25]=[CH:24][CH:23]=1)[C@H:10]([OH:20])/[CH:11]=[CH:12]/[CH2:13][CH2:14][CH2:15][C:16]([O:18][CH3:19])=[O:17])=O)(C)(C)C.O1CCNC1=O.CS(Cl)(=O)=O. (4) Given the product [F:3][C:4]([F:16])([F:15])[C:5]([N:7]1[CH2:13][CH2:12][C:11]2[S:19][C:18]([NH2:20])=[N:17][C:10]=2[CH2:9][CH2:8]1)=[O:6], predict the reactants needed to synthesize it. The reactants are: BrBr.[F:3][C:4]([F:16])([F:15])[C:5]([N:7]1[CH2:13][CH2:12][CH2:11][C:10](=O)[CH2:9][CH2:8]1)=[O:6].[NH2:17][C:18]([NH2:20])=[S:19]. (5) The reactants are: [NH2:1][C@H:2]1[C:7]([F:9])([F:8])[CH2:6][CH2:5][CH2:4][C@H:3]1[NH:10][C:11]1[CH:12]=[C:13]([NH:19][C:20]2[O:24][N:23]=[C:22]([C:25]3[CH:30]=[CH:29][CH:28]=[CH:27][CH:26]=3)[CH:21]=2)[C:14]([C:17]#[N:18])=[N:15][CH:16]=1.[OH-].[Na+].OO.CC(O)=[O:37]. Given the product [NH2:1][C@H:2]1[C:7]([F:8])([F:9])[CH2:6][CH2:5][CH2:4][C@H:3]1[NH:10][C:11]1[CH:12]=[C:13]([NH:19][C:20]2[O:24][N:23]=[C:22]([C:25]3[CH:30]=[CH:29][CH:28]=[CH:27][CH:26]=3)[CH:21]=2)[C:14]([C:17]([NH2:18])=[O:37])=[N:15][CH:16]=1, predict the reactants needed to synthesize it. (6) Given the product [CH2:1]([C:3]1[CH:20]=[CH:19][C:6]([O:7][C:8]2[CH:13]=[CH:12][C:11]([S:14]([NH:17][C:33](=[O:36])[CH3:34])(=[O:15])=[O:16])=[CH:10][C:9]=2[F:18])=[C:5]([O:21][CH3:22])[CH:4]=1)[CH3:2], predict the reactants needed to synthesize it. The reactants are: [CH2:1]([C:3]1[CH:20]=[CH:19][C:6]([O:7][C:8]2[CH:13]=[CH:12][C:11]([S:14]([NH2:17])(=[O:16])=[O:15])=[CH:10][C:9]=2[F:18])=[C:5]([OH:21])[CH:4]=1)[CH3:2].[CH3:22]CN=C=NCCCN(C)C.[C:33]([OH:36])(=O)[CH3:34]. (7) Given the product [OH:8][CH2:9][CH2:10][C@H:11]1[C:16]2[CH:17]=[CH:18][C:19]([C:21]([NH2:23])=[O:22])=[CH:20][C:15]=2[CH2:14][CH2:13][O:12]1, predict the reactants needed to synthesize it. The reactants are: [Si]([O:8][CH2:9][CH2:10][C@H:11]1[C:16]2[CH:17]=[CH:18][C:19]([C:21]([NH2:23])=[O:22])=[CH:20][C:15]=2[CH2:14][CH2:13][O:12]1)(C(C)(C)C)(C)C.